Dataset: Forward reaction prediction with 1.9M reactions from USPTO patents (1976-2016). Task: Predict the product of the given reaction. Given the reactants [Br:1][C:2]1[C:3]([N:18]2[CH2:23][CH2:22][CH:21]([CH3:24])[CH2:20][CH2:19]2)=[C:4]([C@H:10]([OH:17])[C:11]([O:13][CH:14]([CH3:16])[CH3:15])=[O:12])[C:5]([CH3:9])=[N:6][C:7]=1[CH3:8], predict the reaction product. The product is: [Br:1][C:2]1[C:3]([N:18]2[CH2:23][CH2:22][CH:21]([CH3:24])[CH2:20][CH2:19]2)=[C:4]([C@H:10]([O:17][C:4]([CH3:10])([CH3:5])[CH3:3])[C:11]([O:13][CH:14]([CH3:16])[CH3:15])=[O:12])[C:5]([CH3:9])=[N:6][C:7]=1[CH3:8].